This data is from Full USPTO retrosynthesis dataset with 1.9M reactions from patents (1976-2016). The task is: Predict the reactants needed to synthesize the given product. (1) Given the product [F:18][C:19]1[CH:20]=[C:21]([CH:25]=[C:26]([C:28]([F:29])([F:30])[F:31])[CH:27]=1)[C:22]([NH:1][C:2]1[CH:3]=[CH:4][C:5]([CH3:17])=[C:6]([CH:16]=1)[C:7]([NH:9][C:10]1[S:14][C:13]([CH3:15])=[N:12][CH:11]=1)=[O:8])=[O:23], predict the reactants needed to synthesize it. The reactants are: [NH2:1][C:2]1[CH:3]=[CH:4][C:5]([CH3:17])=[C:6]([CH:16]=1)[C:7]([NH:9][C:10]1[S:14][C:13]([CH3:15])=[N:12][CH:11]=1)=[O:8].[F:18][C:19]1[CH:20]=[C:21]([CH:25]=[C:26]([C:28]([F:31])([F:30])[F:29])[CH:27]=1)[C:22](O)=[O:23].CN(C(ON1N=NC2C=CC=NC1=2)=[N+](C)C)C.F[P-](F)(F)(F)(F)F.N1C=CC=CC=1. (2) The reactants are: Br[C:2]1[CH:3]=[N:4][CH:5]=[C:6]([Br:8])[CH:7]=1.[CH3:9][O:10][C:11]1[CH:30]=[CH:29][C:14]([O:15]C2C=C(N3CC4CC3CN4)C=NC=2)=[CH:13][CH:12]=1.COC1C=CC([O-])=CC=1.[Na+]. Given the product [Br:8][C:6]1[CH:5]=[N:4][CH:3]=[C:2]([O:15][C:14]2[CH:29]=[CH:30][C:11]([O:10][CH3:9])=[CH:12][CH:13]=2)[CH:7]=1, predict the reactants needed to synthesize it. (3) Given the product [C:13]([CH2:10][CH2:11][NH:12][S:21]([CH3:20])(=[O:23])=[O:22])#[N:14], predict the reactants needed to synthesize it. The reactants are: C(O)(=O)/C=C/C(O)=O.N[CH:10]([CH3:13])[C:11]#[N:12].[N:14]1C=CC=CC=1.[CH3:20][S:21](Cl)(=[O:23])=[O:22]. (4) Given the product [Br:1][C:2]1[CH:3]=[C:4]([CH2:8][NH:9][C:17](=[O:18])[C:12]2[C:11]([Cl:10])=[CH:16][CH:15]=[CH:14][N:13]=2)[CH:5]=[N:6][CH:7]=1, predict the reactants needed to synthesize it. The reactants are: [Br:1][C:2]1[CH:3]=[C:4]([CH2:8][NH2:9])[CH:5]=[N:6][CH:7]=1.[Cl:10][C:11]1[C:12]([C:17](O)=[O:18])=[N:13][CH:14]=[CH:15][CH:16]=1. (5) Given the product [Br:1][C:2]1[CH:7]=[CH:6][C:5]([C:8]2[O:9][C:10]3[C:15]([C:16](=[O:18])[CH:17]=2)=[C:14]([OH:19])[CH:13]=[C:12]([OH:21])[C:11]=3[C@@H:23]2[CH2:27][CH2:26][N:25]([CH3:28])[C@H:24]2[CH2:29][OH:30])=[CH:4][CH:3]=1, predict the reactants needed to synthesize it. The reactants are: [Br:1][C:2]1[CH:7]=[CH:6][C:5]([C:8]2[O:9][C:10]3[C:15]([C:16](=[O:18])[CH:17]=2)=[C:14]([O:19]C)[CH:13]=[C:12]([O:21]C)[C:11]=3[C@@H:23]2[CH2:27][CH2:26][N:25]([CH3:28])[C@H:24]2[CH2:29][OH:30])=[CH:4][CH:3]=1.Cl.N1C=CC=CC=1. (6) Given the product [CH3:1][O:2][C:3]1[CH:18]=[CH:17][C:6]2[CH:7]3[C:14]4([CH2:15][CH2:16][C:5]=2[CH:4]=1)[CH:10]([CH2:11][N:12]([CH3:19])[CH2:13]4)[CH2:9][CH2:8]3, predict the reactants needed to synthesize it. The reactants are: [CH3:1][O:2][C:3]1[CH:18]=[CH:17][C:6]2[CH:7]3[C:14]4([CH2:15][CH2:16][C:5]=2[CH:4]=1)[CH:10]([CH2:11][NH:12][CH2:13]4)[CH2:9][CH2:8]3.[CH3:19]O.[OH-].[NH4+]. (7) Given the product [CH3:38][CH:39]1[CH2:44][CH:43]([CH3:45])[CH2:42][N:41]([C:21]2[N:20]=[C:19]([O:18][C:11]3[C:12]4[C:17](=[CH:16][CH:15]=[CH:14][CH:13]=4)[C:8]([NH:7][C:5](=[O:6])[C:4]4[CH:29]=[C:30]([N:32]5[CH2:37][CH2:36][O:35][CH2:34][CH2:33]5)[CH:31]=[C:2]([F:1])[CH:3]=4)=[CH:9][CH:10]=3)[CH:24]=[CH:23][N:22]=2)[CH2:40]1, predict the reactants needed to synthesize it. The reactants are: [F:1][C:2]1[CH:3]=[C:4]([CH:29]=[C:30]([N:32]2[CH2:37][CH2:36][O:35][CH2:34][CH2:33]2)[CH:31]=1)[C:5]([NH:7][C:8]1[C:17]2[C:12](=[CH:13][CH:14]=[CH:15][CH:16]=2)[C:11]([O:18][C:19]2[CH:24]=[CH:23][N:22]=[C:21](S(C)(=O)=O)[N:20]=2)=[CH:10][CH:9]=1)=[O:6].[CH3:38][CH:39]1[CH2:44][CH:43]([CH3:45])[CH2:42][NH:41][CH2:40]1. (8) Given the product [C:15]1([C:14]([N:11]2[CH2:10][CH2:9][NH:8][CH2:13][CH2:12]2)=[O:21])[CH:16]=[CH:17][CH:18]=[CH:19][CH:20]=1, predict the reactants needed to synthesize it. The reactants are: C(OC([N:8]1[CH2:13][CH2:12][N:11]([C:14](=[O:21])[C:15]2[CH:20]=[CH:19][CH:18]=[CH:17][CH:16]=2)[CH2:10][CH2:9]1)=O)(C)(C)C.C(O)(C(F)(F)F)=O. (9) The reactants are: C/C(/O[Si](C)(C)C)=N\[Si](C)(C)C.C(O[C@@H:17]1[S:39][C@H:38]([CH2:40][O:41][C:42](=[O:49])[C:43]2[CH:48]=[CH:47][CH:46]=[CH:45][CH:44]=2)[C@@H:28]([O:29][C:30](=[O:37])[C:31]2[CH:36]=[CH:35][CH:34]=[CH:33][CH:32]=2)[C@H:18]1[O:19][C:20](=[O:27])[C:21]1[CH:26]=[CH:25][CH:24]=[CH:23][CH:22]=1)(=O)C.[NH:50]1[CH:57]=[CH:56][C:54]([NH2:55])=[N:53][C:51]1=[O:52].FC(F)(F)S(O[Si](C)(C)C)(=O)=O. Given the product [C:20]([O:19][C@@H:18]1[C@H:28]([O:29][C:30](=[O:37])[C:31]2[CH:32]=[CH:33][CH:34]=[CH:35][CH:36]=2)[C@@H:38]([CH2:40][O:41][C:42](=[O:49])[C:43]2[CH:44]=[CH:45][CH:46]=[CH:47][CH:48]=2)[S:39][C@H:17]1[N:50]1[CH:57]=[CH:56][C:54]([NH2:55])=[N:53][C:51]1=[O:52])(=[O:27])[C:21]1[CH:22]=[CH:23][CH:24]=[CH:25][CH:26]=1, predict the reactants needed to synthesize it. (10) Given the product [CH3:12][N:2]([CH3:1])[C:3]1[CH:4]=[C:5]([CH:9]=[CH:10][CH:11]=1)[C:6]([NH:19][C:20]1[CH:25]=[CH:24][C:23]([N:26]2[C:32](=[O:33])[CH2:31][C:30](=[O:34])[NH:29][C:28]3[C:35]4[C:40]([CH:41]=[CH:42][C:27]2=3)=[CH:39][CH:38]=[CH:37][CH:36]=4)=[CH:22][CH:21]=1)=[O:8], predict the reactants needed to synthesize it. The reactants are: [CH3:1][N:2]([CH3:12])[C:3]1[CH:4]=[C:5]([CH:9]=[CH:10][CH:11]=1)[C:6]([OH:8])=O.C(Cl)(=O)C(Cl)=O.[NH2:19][C:20]1[CH:25]=[CH:24][C:23]([N:26]2[C:32](=[O:33])[CH2:31][C:30](=[O:34])[NH:29][C:28]3[C:35]4[C:40]([CH:41]=[CH:42][C:27]2=3)=[CH:39][CH:38]=[CH:37][CH:36]=4)=[CH:22][CH:21]=1.